From a dataset of Full USPTO retrosynthesis dataset with 1.9M reactions from patents (1976-2016). Predict the reactants needed to synthesize the given product. (1) Given the product [CH3:31][N:32]([CH:34]=[C:11]1[CH2:10][C@@H:9]2[C@H:4]([CH2:5][C@H:6]([NH:15][C:16](=[O:25])[N:17]([CH2:20][CH2:21][N:22]([CH3:24])[CH3:23])[CH2:18][CH3:19])[CH2:7][N:8]2[CH2:12][CH2:13][CH3:14])[CH2:3][C:2]1=[O:1])[CH3:33], predict the reactants needed to synthesize it. The reactants are: [O:1]=[C:2]1[CH2:11][CH2:10][C@@H:9]2[C@H:4]([CH2:5][C@H:6]([NH:15][C:16](=[O:25])[N:17]([CH2:20][CH2:21][N:22]([CH3:24])[CH3:23])[CH2:18][CH3:19])[CH2:7][N:8]2[CH2:12][CH2:13][CH3:14])[CH2:3]1.C(O[CH:31](N(C)C)[N:32]([CH3:34])[CH3:33])(C)(C)C. (2) Given the product [Cl:8][C:9]1[CH:14]=[CH:13][C:12]([CH:4]([C:3]#[N:7])[C:5]#[N:6])=[CH:11][CH:10]=1, predict the reactants needed to synthesize it. The reactants are: [H-].[Na+].[C:3](#[N:7])[CH2:4][C:5]#[N:6].[Cl:8][C:9]1[CH:14]=[CH:13][C:12](I)=[CH:11][CH:10]=1. (3) Given the product [Cl:12][C:13](=[CH2:19])[CH2:14][N:15]([CH2:16][CH2:17][CH3:18])[S:1]([Cl:22])(=[O:4])=[O:2], predict the reactants needed to synthesize it. The reactants are: [S:1](=[O:4])(=O)=[O:2].N1C=CC=CC=1C.[Cl:12][C:13](=[CH2:19])[CH2:14][NH:15][CH2:16][CH2:17][CH3:18].P(Cl)(Cl)([Cl:22])=O. (4) Given the product [C:18]([C:17]1[CH:16]=[C:15]([NH:14][C:12]([C:8]2[CH:9]=[C:10]3[C:5]([CH:4]=[CH:3][C:2]([NH:1][C:12]([NH:14][C:15]4[CH:16]=[C:41]5[C:21]([CH:17]=[CH:18][C:39]([C:43]([NH:1][C:2]6[CH:11]=[C:10]([CH:5]=[CH:4][CH:3]=6)[C:30]([OH:31])=[O:36])=[O:42])=[CH:40]5)=[CH:22][CH:23]=4)=[O:24])=[CH:11]3)=[CH:6][CH:7]=2)=[O:13])[CH:23]=[CH:22][CH:21]=1)([OH:20])=[O:19], predict the reactants needed to synthesize it. The reactants are: [NH2:1][C:2]1[CH:11]=[C:10]2[C:5]([CH:6]=[CH:7][C:8]([C:12]([NH:14][C:15]3[CH:16]=[C:17]([CH:21]=[CH:22][CH:23]=3)[C:18]([OH:20])=[O:19])=[O:13])=[CH:9]2)=[CH:4][CH:3]=1.[OH-:24].[Na+].ClC(Cl)(O[C:30](=[O:36])[O:31]C(Cl)(Cl)Cl)Cl.Cl.[CH2:39]1[CH2:43][O:42][CH2:41][CH2:40]1.